This data is from Catalyst prediction with 721,799 reactions and 888 catalyst types from USPTO. The task is: Predict which catalyst facilitates the given reaction. (1) Reactant: [H-].C([Al+]CC(C)C)C(C)C.[F:11][C:12]([F:21])([F:20])[C:13]1([C:16](OC)=[O:17])[CH2:15][CH2:14]1. Product: [F:11][C:12]([F:21])([F:20])[C:13]1([CH2:16][OH:17])[CH2:15][CH2:14]1. The catalyst class is: 4. (2) Reactant: C([O:8][C:9]1[C:14](=[O:15])[CH:13]=[C:12]([CH2:16][C:17]([F:20])([F:19])[F:18])[N:11]([CH3:21])[C:10]=1[CH3:22])C1C=CC=CC=1. Product: [OH:8][C:9]1[C:14](=[O:15])[CH:13]=[C:12]([CH2:16][C:17]([F:20])([F:18])[F:19])[N:11]([CH3:21])[C:10]=1[CH3:22]. The catalyst class is: 19. (3) Reactant: [Br:1][C:2]1[CH:3]=[C:4]2[C:9](=[CH:10][CH:11]=1)[N:8]=[CH:7][C:6]([N+:12]([O-])=O)=[C:5]2[OH:15].O.NN. Product: [NH2:12][C:6]1[CH:7]=[N:8][C:9]2[C:4]([C:5]=1[OH:15])=[CH:3][C:2]([Br:1])=[CH:11][CH:10]=2. The catalyst class is: 227. (4) Reactant: [CH3:1][S:2]([NH:5][C:6]([C:8]1[CH:13]=[CH:12][CH:11]=[C:10]([CH2:14][C:15]2[C:23]3[C:18](=[CH:19][C:20]([CH3:24])=[CH:21][CH:22]=3)[NH:17][C:16]=2[C:25]2[CH:30]=[CH:29][CH:28]=[CH:27][CH:26]=2)[N:9]=1)=[O:7])(=[O:4])=[O:3].[C:31](=O)([O-])[O-].[Cs+].[Cs+].CI. Product: [CH3:1][S:2]([NH:5][C:6]([C:8]1[CH:13]=[CH:12][CH:11]=[C:10]([CH2:14][C:15]2[C:23]3[C:18](=[CH:19][C:20]([CH3:24])=[CH:21][CH:22]=3)[N:17]([CH3:31])[C:16]=2[C:25]2[CH:30]=[CH:29][CH:28]=[CH:27][CH:26]=2)[N:9]=1)=[O:7])(=[O:3])=[O:4]. The catalyst class is: 35. (5) Reactant: [CH3:1][C@@:2]12[C@@:10]([OH:15])([C:11]([CH2:13][OH:14])=[O:12])[C@H:9]([OH:16])[CH2:8][C@H:7]1[C@@H:6]1[CH2:17][CH2:18][C:19]3[C@@:25]([CH3:26])([C@H:5]1[C@@H:4]([OH:27])[CH2:3]2)[CH:24]=[CH:23][C:21](=[O:22])[CH:20]=3.F.[CH:29]1([CH:35]=O)[CH2:34][CH2:33][CH2:32][CH2:31][CH2:30]1.[OH-:37].[NH4+]. The catalyst class is: 6. Product: [CH3:1][CH:2]([C:7]([O:14][CH2:13][C:11]([C@@:10]12[O:15][C@H:35]([CH:29]3[CH2:30][CH2:31][CH2:32][CH2:33][CH2:34]3)[O:16][C@@H:9]1[CH2:8][C@H:7]1[C@@H:6]3[CH2:17][CH2:18][C:19]4[C@@:25]([CH3:26])([C@H:5]3[C@@H:4]([OH:27])[CH2:3][C@@:2]12[CH3:1])[CH:24]=[CH:23][C:21](=[O:22])[CH:20]=4)=[O:12])=[O:37])[CH3:3]. (6) Reactant: [CH2:1]([N:8]1[C:12]2[CH:13]=[CH:14][C:15]([C:17](=[O:31])[CH:18]([CH:20]([C:26]([O:28]CC)=[O:27])[C:21]([O:23]CC)=[O:22])[CH3:19])=[CH:16][C:11]=2[O:10]C1=O)[C:2]1[CH:7]=[CH:6][CH:5]=[CH:4][CH:3]=1.[OH-].[Na+].Cl. Product: [CH2:1]([NH:8][C:12]1[CH:13]=[CH:14][C:15]([C:17](=[O:31])[CH:18]([CH:20]([C:26]([OH:28])=[O:27])[C:21]([OH:23])=[O:22])[CH3:19])=[CH:16][C:11]=1[OH:10])[C:2]1[CH:3]=[CH:4][CH:5]=[CH:6][CH:7]=1. The catalyst class is: 8. (7) Reactant: [SH:1][CH2:2][C:3]1[CH:4]=[C:5]([CH2:11][OH:12])[CH:6]=[C:7]([CH2:9][OH:10])[CH:8]=1.C(N(CC)CC)C.[CH3:20][C:21]1([CH3:24])[CH2:23][S:22]1. Product: [SH:22][C:21]([CH3:24])([CH3:23])[CH2:20][S:1][CH2:2][C:3]1[CH:4]=[C:5]([CH2:11][OH:12])[CH:6]=[C:7]([CH2:9][OH:10])[CH:8]=1. The catalyst class is: 5. (8) Reactant: [CH3:1][N:2]1[C:7](=[O:8])[CH:6]=[CH:5][C:4]([C:9](=[O:28])[CH2:10][CH:11]([C:19]2[CH:27]=[CH:26][C:22]([C:23](O)=[O:24])=[CH:21][CH:20]=2)[C:12]2[CH:17]=[CH:16][CH:15]=[CH:14][C:13]=2[CH3:18])=[CH:3]1.Cl.[CH3:30][O:31][C:32](=[O:37])[CH2:33][CH2:34][CH2:35][NH2:36].CN([P+](ON1N=NC2C=CC=CC1=2)(N(C)C)N(C)C)C.F[P-](F)(F)(F)(F)F. Product: [CH3:30][O:31][C:32](=[O:37])[CH2:33][CH2:34][CH2:35][NH:36][C:23](=[O:24])[C:22]1[CH:26]=[CH:27][C:19]([CH:11]([C:12]2[CH:17]=[CH:16][CH:15]=[CH:14][C:13]=2[CH3:18])[CH2:10][C:9]([C:4]2[CH:5]=[CH:6][C:7](=[O:8])[N:2]([CH3:1])[CH:3]=2)=[O:28])=[CH:20][CH:21]=1. The catalyst class is: 7. (9) Reactant: [O:1]([C:8]1[CH:13]=[CH:12][C:11]([N:14]2[CH2:19][CH2:18][CH2:17][NH:16][C:15]2=O)=[CH:10][CH:9]=1)[C:2]1[CH:7]=[CH:6][CH:5]=[CH:4][CH:3]=1.COC1CCCC1.COC1C=CC(P2(SP(C3C=CC(OC)=CC=3)(=S)S2)=[S:37])=CC=1. Product: [O:1]([C:8]1[CH:13]=[CH:12][C:11]([N:14]2[CH2:19][CH2:18][CH2:17][NH:16][C:15]2=[S:37])=[CH:10][CH:9]=1)[C:2]1[CH:7]=[CH:6][CH:5]=[CH:4][CH:3]=1. The catalyst class is: 11. (10) Reactant: Cl.[CH2:2]([N:5]([CH:7]1[CH2:10][CH2:9][CH2:8]1)[NH2:6])[CH:3]=[CH2:4].[CH3:11][O:12][C:13]([CH:15]1[CH2:21][CH2:20][CH2:19][CH2:18][CH2:17][C:16]1=O)=[O:14].C([O-])(=O)C.[Na+].C([BH3-])#N.[Na+]. Product: [CH3:11][O:12][C:13]([CH:15]1[CH2:21][CH2:20][CH2:19][CH2:18][CH2:17][CH:16]1[NH:6][N:5]([CH2:2][CH:3]=[CH2:4])[CH:7]1[CH2:10][CH2:9][CH2:8]1)=[O:14]. The catalyst class is: 5.